Dataset: Forward reaction prediction with 1.9M reactions from USPTO patents (1976-2016). Task: Predict the product of the given reaction. (1) Given the reactants Br[C:2]1[NH:3][C:4]2[C:9]([C:10]=1[C:11]1[CH:16]=[CH:15][C:14]([O:17][CH3:18])=[CH:13][CH:12]=1)=[CH:8][CH:7]=[CH:6][CH:5]=2.[CH3:19][C:20]1[C:24](B(O)O)=[C:23]([CH3:28])[O:22][N:21]=1, predict the reaction product. The product is: [CH3:18][O:17][C:14]1[CH:15]=[CH:16][C:11]([C:10]2[C:9]3[C:4](=[CH:5][CH:6]=[CH:7][CH:8]=3)[NH:3][C:2]=2[C:24]2[C:20]([CH3:19])=[N:21][O:22][C:23]=2[CH3:28])=[CH:12][CH:13]=1. (2) Given the reactants N1C=CC=CC=1.[CH3:7][O:8][C:9]1[CH:10]=[C:11]([S:17](Cl)(=[O:19])=[O:18])[CH:12]=[CH:13][C:14]=1[O:15][CH3:16].[Cl:21][C:22]1[CH:28]=[CH:27][C:25]([NH2:26])=[C:24]([CH2:29][C:30]2[CH:35]=[CH:34][CH:33]=[CH:32][N:31]=2)[CH:23]=1, predict the reaction product. The product is: [Cl:21][C:22]1[CH:28]=[CH:27][C:25]([NH:26][S:17]([C:11]2[CH:12]=[CH:13][C:14]([O:15][CH3:16])=[C:9]([O:8][CH3:7])[CH:10]=2)(=[O:19])=[O:18])=[C:24]([CH2:29][C:30]2[CH:35]=[CH:34][CH:33]=[CH:32][N:31]=2)[CH:23]=1. (3) Given the reactants [NH2:1][C:2]1[CH:10]=[CH:9][C:5]2[NH:6][CH:7]=[N:8][C:4]=2[CH:3]=1.[Cl:11][C:12]1[CH:17]=[CH:16][C:15]([CH2:18][N:19]=[C:20]=[S:21])=[CH:14][CH:13]=1, predict the reaction product. The product is: [Cl:11][C:12]1[CH:13]=[CH:14][C:15]([CH2:18][NH:19][C:20]([NH:1][C:2]2[CH:10]=[CH:9][C:5]3[NH:6][CH:7]=[N:8][C:4]=3[CH:3]=2)=[S:21])=[CH:16][CH:17]=1. (4) Given the reactants Br.[C:2]1([C:8]([C:10]2[N:11]=[C:12]3[CH:17]=[CH:16][C:15]([C:18]([F:21])([F:20])[F:19])=[CH:14][N:13]3[CH:22]=2)=[O:9])[CH:7]=[CH:6][CH:5]=[CH:4][CH:3]=1, predict the reaction product. The product is: [C:2]1([C:8]([C:10]2[N:11]=[C:12]3[CH:17]=[CH:16][C:15]([C:18]([F:21])([F:19])[F:20])=[CH:14][N:13]3[CH:22]=2)=[O:9])[CH:7]=[CH:6][CH:5]=[CH:4][CH:3]=1.